Dataset: Reaction yield outcomes from USPTO patents with 853,638 reactions. Task: Predict the reaction yield, written as a fraction of the theoretical maximum amount of product (1.0 means a 100% yield; for example, 0.34 means a 34% yield). (1) The reactants are [CH3:1][C:2]1([CH3:32])[CH2:5][CH:4]([CH:6]([NH:20][C:21]2[CH:22]=[N:23][C:24]3[C:29]([CH:30]=2)=[CH:28][C:27]([F:31])=[CH:26][CH:25]=3)[C:7]2[CH:19]=[CH:18][C:10]([C:11]([O:13]C(C)(C)C)=[O:12])=[CH:9][CH:8]=2)[CH2:3]1.FC(F)(F)C(O)=O. The catalyst is C(Cl)Cl. The product is [CH3:1][C:2]1([CH3:32])[CH2:3][CH:4]([CH:6]([NH:20][C:21]2[CH:22]=[N:23][C:24]3[C:29]([CH:30]=2)=[CH:28][C:27]([F:31])=[CH:26][CH:25]=3)[C:7]2[CH:19]=[CH:18][C:10]([C:11]([OH:13])=[O:12])=[CH:9][CH:8]=2)[CH2:5]1. The yield is 0.960. (2) The reactants are C(OC([NH:8][CH2:9][CH:10]1[CH2:15][CH2:14][N:13]([C:16]2[N:20]([CH3:21])[N:19]=[CH:18][C:17]=2[NH:22][C:23]([C:25]2[N:26]=[C:27](Br)[S:28][C:29]=2[NH:30]C(=O)OC(C)(C)C)=[O:24])[CH2:12][CH2:11]1)=O)CCC.[C:39]1(B2OC(C)(C)C(C)(C)O2)[CH2:45][CH2:44][CH2:43][CH2:42][CH2:41][CH:40]=1. No catalyst specified. The product is [NH2:30][C:29]1[S:28][C:27]([C:39]2=[CH:40][CH2:41][CH2:42][CH2:43][CH2:44][CH2:45]2)=[N:26][C:25]=1[C:23]([NH:22][C:17]1[CH:18]=[N:19][N:20]([CH3:21])[C:16]=1[N:13]1[CH2:14][CH2:15][CH:10]([CH2:9][NH2:8])[CH2:11][CH2:12]1)=[O:24]. The yield is 0.280. (3) The reactants are [CH2:1]([O:5][C:6]1[C:15]2[C:10](=[CH:11][CH:12]=[C:13]([CH2:16][CH2:17][C:18]3[N:19]=[CH:20][S:21][CH:22]=3)[CH:14]=2)[C:9](=[O:23])[N:8]([CH2:24][CH:25]([CH3:27])[CH3:26])[C:7]=1[CH2:28][NH:29]C(=O)OC(C)(C)C)[CH2:2][CH2:3][CH3:4].[ClH:37]. The catalyst is C(OCC)(=O)C. The product is [ClH:37].[NH2:29][CH2:28][C:7]1[N:8]([CH2:24][CH:25]([CH3:26])[CH3:27])[C:9](=[O:23])[C:10]2[C:15]([C:6]=1[O:5][CH2:1][CH2:2][CH2:3][CH3:4])=[CH:14][C:13]([CH2:16][CH2:17][C:18]1[N:19]=[CH:20][S:21][CH:22]=1)=[CH:12][CH:11]=2. The yield is 0.929. (4) The reactants are [Si:1]([O:8][C:9]1[CH:10]=[C:11]([CH:14]=[CH:15][C:16]=1[O:17][CH3:18])[CH:12]=[O:13])([C:4]([CH3:7])([CH3:6])[CH3:5])([CH3:3])[CH3:2].[Li][CH3:20]. The catalyst is C(OCC)C. The product is [Si:1]([O:8][C:9]1[CH:10]=[C:11]([CH:12]([OH:13])[CH3:20])[CH:14]=[CH:15][C:16]=1[O:17][CH3:18])([C:4]([CH3:7])([CH3:6])[CH3:5])([CH3:2])[CH3:3]. The yield is 0.950. (5) The reactants are [NH2:1][C:2]1[CH:3]=[C:4]2[C:8](=[CH:9][CH:10]=1)[NH:7][CH:6]=[C:5]2[C:11]1[CH2:16][CH2:15][CH:14]([N:17]([CH3:25])[C:18](=[O:24])[O:19][C:20]([CH3:23])([CH3:22])[CH3:21])[CH2:13][CH:12]=1.I.CS[C:29]([C:31]1[S:32][CH:33]=[CH:34][CH:35]=1)=[NH:30]. The catalyst is C(O)C. The product is [CH3:25][N:17]([CH:14]1[CH2:15][CH2:16][C:11]([C:5]2[C:4]3[C:8](=[CH:9][CH:10]=[C:2]([NH:1][C:29]([C:31]4[S:32][CH:33]=[CH:34][CH:35]=4)=[NH:30])[CH:3]=3)[NH:7][CH:6]=2)=[CH:12][CH2:13]1)[C:18](=[O:24])[O:19][C:20]([CH3:21])([CH3:22])[CH3:23]. The yield is 0.680. (6) The reactants are [NH2:1][C:2]1[CH:7]=[C:6]([O:8][C:9]2[CH:14]=[CH:13][C:12]([N+:15]([O-:17])=[O:16])=[CH:11][CH:10]=2)[N:5]=[CH:4][N:3]=1.CCN(C(C)C)C(C)C.[CH3:27][O:28][CH2:29][C:30](Cl)=[O:31]. The catalyst is C(Cl)Cl. The product is [CH3:27][O:28][CH2:29][C:30]([NH:1][C:2]1[CH:7]=[C:6]([O:8][C:9]2[CH:10]=[CH:11][C:12]([N+:15]([O-:17])=[O:16])=[CH:13][CH:14]=2)[N:5]=[CH:4][N:3]=1)=[O:31]. The yield is 0.970. (7) The reactants are I[C:2]1[CH:8]=[CH:7][C:5]([NH2:6])=[C:4]([N+:9]([O-:11])=[O:10])[CH:3]=1.N#N.[C:14]([Si:16]([CH3:19])([CH3:18])[CH3:17])#[CH:15]. The catalyst is CN(C=O)C.CCN(CC)CC.C1C=CC([P]([Pd]([P](C2C=CC=CC=2)(C2C=CC=CC=2)C2C=CC=CC=2)([P](C2C=CC=CC=2)(C2C=CC=CC=2)C2C=CC=CC=2)[P](C2C=CC=CC=2)(C2C=CC=CC=2)C2C=CC=CC=2)(C2C=CC=CC=2)C2C=CC=CC=2)=CC=1.[Cu]I. The product is [N+:9]([C:4]1[CH:3]=[C:2]([C:15]#[C:14][Si:16]([CH3:19])([CH3:18])[CH3:17])[CH:8]=[CH:7][C:5]=1[NH2:6])([O-:11])=[O:10]. The yield is 0.670. (8) The reactants are [Br:1][C:2]1[CH:3]=[CH:4][C:5]2[N:6]([C:8]([C:11](=[NH:14])[NH:12][OH:13])=[CH:9][N:10]=2)[CH:7]=1.[CH3:15][C:16](OCC1C2C(=CC=CC=2)C(COC(C)=O)=C2C=1C=CC=C2)=O. The catalyst is C1(C)C=CC=CC=1. The product is [Br:1][C:2]1[CH:3]=[CH:4][C:5]2[N:6]([C:8]([C:11]3[N:14]=[C:15]([CH3:16])[O:13][N:12]=3)=[CH:9][N:10]=2)[CH:7]=1. The yield is 0.800. (9) The reactants are [F:1][C:2]1[CH:3]=[C:4]([CH:27]=[CH:28][C:29]=1[S:30]([CH3:33])(=[O:32])=[O:31])[O:5][CH2:6][CH2:7][C@@H:8]1[CH2:10][C@H:9]1[CH:11]1[CH2:16][CH2:15][N:14](C(OCC2C=CC=CC=2)=O)[CH2:13][CH2:12]1.[H][H]. The catalyst is [Pd].CO. The product is [F:1][C:2]1[CH:3]=[C:4]([CH:27]=[CH:28][C:29]=1[S:30]([CH3:33])(=[O:31])=[O:32])[O:5][CH2:6][CH2:7][C@@H:8]1[CH2:10][C@H:9]1[CH:11]1[CH2:12][CH2:13][NH:14][CH2:15][CH2:16]1. The yield is 0.820. (10) The reactants are [H-].[Na+].[C:3](OCC)(=O)[CH2:4][C:5]([CH3:7])=[O:6].[F:12][C:13]1[CH:18]=[CH:17][C:16]([N+:19]([O-:21])=[O:20])=C(F)[C:14]=1[F:23]. The catalyst is C1COCC1. The product is [C:5]([CH2:4][C:3]1[C:14]([F:23])=[C:13]([F:12])[CH:18]=[CH:17][C:16]=1[N+:19]([O-:21])=[O:20])(=[O:6])[CH3:7]. The yield is 0.720.